This data is from Forward reaction prediction with 1.9M reactions from USPTO patents (1976-2016). The task is: Predict the product of the given reaction. (1) Given the reactants [CH3:1][N:2]1[C:6]([CH:7]2[O:13][CH2:12][CH2:11][C:10](=[O:14])[CH2:9][CH2:8]2)=[C:5]([N+:15]([O-:17])=[O:16])[CH:4]=[N:3]1.[BH4-].[Na+], predict the reaction product. The product is: [CH3:1][N:2]1[C:6]([CH:7]2[O:13][CH2:12][CH2:11][CH:10]([OH:14])[CH2:9][CH2:8]2)=[C:5]([N+:15]([O-:17])=[O:16])[CH:4]=[N:3]1. (2) Given the reactants [Cl:1][C:2]1[CH:3]=[CH:4][C:5]2[C:11]3[N:12](CC4C=CC(OC)=CC=4OC)[C:13](=[O:19])[C:14]([C:16]([OH:18])=[O:17])=[CH:15][C:10]=3[CH2:9][CH2:8][O:7][C:6]=2[CH:31]=1.CC([O-])(C)C.[Na+].[CH3:38][N:39]([CH3:45])[CH:40]1[CH2:44][CH2:43][NH:42][CH2:41]1.Cl, predict the reaction product. The product is: [ClH:1].[CH3:38][N:39]([CH3:45])[CH:40]1[CH2:44][CH2:43][N:42]([C:2]2[CH:3]=[CH:4][C:5]3[C:11]4[NH:12][C:13](=[O:19])[C:14]([C:16]([OH:18])=[O:17])=[CH:15][C:10]=4[CH2:9][CH2:8][O:7][C:6]=3[CH:31]=2)[CH2:41]1. (3) The product is: [CH3:13][C:2]([O:14][CH2:15][C:16]1[CH:21]=[CH:20][CH:19]=[CH:18][CH:17]=1)([CH3:1])[CH2:3][OH:4]. Given the reactants [CH3:1][C:2]([O:14][CH2:15][C:16]1[CH:21]=[CH:20][CH:19]=[CH:18][CH:17]=1)([CH3:13])[C:3](OCC1C=CC=CC=1)=[O:4], predict the reaction product. (4) Given the reactants [Cl:1][C:2]1[CH:11]=[C:10]2[C:5]([C:6]([N:20]3[CH2:25][CH2:24][N:23](C(OC(C)(C)C)=O)[CH2:22][CH2:21]3)=[CH:7][C:8]([NH:12]C(OC(C)(C)C)=O)=[N:9]2)=[CH:4][CH:3]=1.C(O)(C(F)(F)F)=O, predict the reaction product. The product is: [Cl:1][C:2]1[CH:11]=[C:10]2[C:5]([C:6]([N:20]3[CH2:25][CH2:24][NH:23][CH2:22][CH2:21]3)=[CH:7][C:8]([NH2:12])=[N:9]2)=[CH:4][CH:3]=1.